From a dataset of Peptide-MHC class I binding affinity with 185,985 pairs from IEDB/IMGT. Regression. Given a peptide amino acid sequence and an MHC pseudo amino acid sequence, predict their binding affinity value. This is MHC class I binding data. (1) The peptide sequence is VSVSDFRDY. The MHC is HLA-A11:01 with pseudo-sequence HLA-A11:01. The binding affinity (normalized) is 0.145. (2) The peptide sequence is LTSKELMMTT. The MHC is HLA-B57:01 with pseudo-sequence HLA-B57:01. The binding affinity (normalized) is 0.491. (3) The peptide sequence is RVFDKADGK. The MHC is HLA-A02:06 with pseudo-sequence HLA-A02:06. The binding affinity (normalized) is 0.379. (4) The peptide sequence is PQIGGEAIFL. The MHC is HLA-A02:02 with pseudo-sequence HLA-A02:02. The binding affinity (normalized) is 0.232. (5) The peptide sequence is PEKAKKET. The MHC is Mamu-A11 with pseudo-sequence Mamu-A11. The binding affinity (normalized) is 0. (6) The peptide sequence is ESTINLLPY. The MHC is HLA-A02:06 with pseudo-sequence HLA-A02:06. The binding affinity (normalized) is 0.0847. (7) The peptide sequence is GLYSSTVPV. The MHC is HLA-A02:01 with pseudo-sequence HLA-A02:01. The binding affinity (normalized) is 0.831. (8) The peptide sequence is ASMVNGDEL. The MHC is H-2-Db with pseudo-sequence H-2-Db. The binding affinity (normalized) is 0.829. (9) The peptide sequence is LPGPDTRHL. The MHC is HLA-B51:01 with pseudo-sequence HLA-B51:01. The binding affinity (normalized) is 0.0899. (10) The peptide sequence is ACYNTCYCK. The MHC is Mamu-B8301 with pseudo-sequence Mamu-B8301. The binding affinity (normalized) is 0.634.